From a dataset of Peptide-MHC class II binding affinity with 134,281 pairs from IEDB. Regression. Given a peptide amino acid sequence and an MHC pseudo amino acid sequence, predict their binding affinity value. This is MHC class II binding data. (1) The binding affinity (normalized) is 0.305. The peptide sequence is IRYPLTFGWCFKLVPVDPREVEEA. The MHC is HLA-DQA10501-DQB10201 with pseudo-sequence YNYHQRXFATVLHSLYFGLSSFAIRKARVHLETT. (2) The peptide sequence is YDKFLANVSTELTGK. The MHC is DRB1_1602 with pseudo-sequence DRB1_1602. The binding affinity (normalized) is 0.676. (3) The peptide sequence is REQFLGALDLAKKRV. The MHC is DRB1_0405 with pseudo-sequence DRB1_0405. The binding affinity (normalized) is 0.317. (4) The peptide sequence is AFKVAATAANLAPAN. The MHC is DRB1_1001 with pseudo-sequence DRB1_1001. The binding affinity (normalized) is 0.870. (5) The peptide sequence is EKKYFAANQFEPLAA. The MHC is HLA-DQA10501-DQB10301 with pseudo-sequence HLA-DQA10501-DQB10301. The binding affinity (normalized) is 0.216. (6) The peptide sequence is AFILDGDALFPKV. The MHC is DRB3_0101 with pseudo-sequence DRB3_0101. The binding affinity (normalized) is 0.914. (7) The peptide sequence is VDLAKSLRIAAKIYS. The MHC is HLA-DPA10301-DPB10402 with pseudo-sequence HLA-DPA10301-DPB10402. The binding affinity (normalized) is 0.474.